Regression. Given two drug SMILES strings and cell line genomic features, predict the synergy score measuring deviation from expected non-interaction effect. From a dataset of NCI-60 drug combinations with 297,098 pairs across 59 cell lines. (1) Drug 1: C1=CC(=CC=C1CCC2=CNC3=C2C(=O)NC(=N3)N)C(=O)NC(CCC(=O)O)C(=O)O. Drug 2: CCCCC(=O)OCC(=O)C1(CC(C2=C(C1)C(=C3C(=C2O)C(=O)C4=C(C3=O)C=CC=C4OC)O)OC5CC(C(C(O5)C)O)NC(=O)C(F)(F)F)O. Cell line: U251. Synergy scores: CSS=28.6, Synergy_ZIP=-1.25, Synergy_Bliss=-3.63, Synergy_Loewe=-7.60, Synergy_HSA=-1.29. (2) Drug 1: CC12CCC(CC1=CCC3C2CCC4(C3CC=C4C5=CN=CC=C5)C)O. Drug 2: CC1=CC=C(C=C1)C2=CC(=NN2C3=CC=C(C=C3)S(=O)(=O)N)C(F)(F)F. Cell line: MOLT-4. Synergy scores: CSS=15.5, Synergy_ZIP=-3.35, Synergy_Bliss=1.77, Synergy_Loewe=-4.45, Synergy_HSA=1.53. (3) Drug 1: CC(CN1CC(=O)NC(=O)C1)N2CC(=O)NC(=O)C2. Drug 2: C1CCC(C(C1)N)N.C(=O)(C(=O)[O-])[O-].[Pt+4]. Cell line: ACHN. Synergy scores: CSS=34.8, Synergy_ZIP=-13.0, Synergy_Bliss=-5.73, Synergy_Loewe=-1.16, Synergy_HSA=0.155.